This data is from Reaction yield outcomes from USPTO patents with 853,638 reactions. The task is: Predict the reaction yield, written as a fraction of the theoretical maximum amount of product (1.0 means a 100% yield; for example, 0.34 means a 34% yield). (1) The reactants are NC1C=CC(O[C:7]2[CH:20]=[CH:19][C:10]3N[C:12](NC(=O)OC)=[N:13][C:9]=3[CH:8]=2)=CC=1.C[OH:24]. The catalyst is [Pd]. The product is [C:9]1([N:13]=[C:12]=[O:24])[CH:10]=[CH:19][CH:20]=[CH:7][CH:8]=1. The yield is 0.170. (2) The reactants are C(NC(C)C)(C)C.C([Li])CCC.[CH3:13][O:14][C:15](=[O:27])[CH2:16][C:17]1[CH:22]=[CH:21][C:20]([Cl:23])=[C:19]([N+:24]([O-:26])=[O:25])[CH:18]=1.I[CH2:29][CH:30]1[CH2:34][CH2:33][CH2:32][CH2:31]1. The catalyst is O1CCCC1.CN1CCCN(C)C1=O. The product is [CH3:13][O:14][C:15](=[O:27])[CH:16]([C:17]1[CH:22]=[CH:21][C:20]([Cl:23])=[C:19]([N+:24]([O-:26])=[O:25])[CH:18]=1)[CH2:29][CH:30]1[CH2:34][CH2:33][CH2:32][CH2:31]1. The yield is 0.320. (3) The reactants are O=[C:2]1[CH2:19][CH2:18][C:5]2([CH2:10][CH2:9][N:8]([C:11]([O:13][C:14]([CH3:17])([CH3:16])[CH3:15])=[O:12])[CH2:7][CH2:6]2)[CH2:4][CH2:3]1.[NH3:20].CO.[BH4-].[Na+]. The catalyst is CCO. The product is [NH2:20][CH:2]1[CH2:19][CH2:18][C:5]2([CH2:10][CH2:9][N:8]([C:11]([O:13][C:14]([CH3:17])([CH3:16])[CH3:15])=[O:12])[CH2:7][CH2:6]2)[CH2:4][CH2:3]1. The yield is 0.224.